From a dataset of Catalyst prediction with 721,799 reactions and 888 catalyst types from USPTO. Predict which catalyst facilitates the given reaction. (1) Reactant: Br[C:2]1[S:6][C:5]([CH2:7][OH:8])=[N:4][N:3]=1.[F:9][C:10]1[CH:15]=[CH:14][C:13](B(O)O)=[CH:12][CH:11]=1.C([O-])([O-])=O.[Na+].[Na+]. Product: [F:9][C:10]1[CH:15]=[CH:14][C:13]([C:2]2[S:6][C:5]([CH2:7][OH:8])=[N:4][N:3]=2)=[CH:12][CH:11]=1. The catalyst class is: 335. (2) Reactant: [CH2:1]([N:3]1[C:7]2[N:8]=[C:9]([C:18]3[CH:23]=[CH:22][C:21]([NH:24][C:25]([NH:27][C:28]4[CH:37]=[CH:36][C:31]([C:32]([O:34]C)=[O:33])=[CH:30][CH:29]=4)=[O:26])=[CH:20][CH:19]=3)[N:10]=[C:11]([N:12]3[CH2:17][CH2:16][O:15][CH2:14][CH2:13]3)[C:6]=2[CH:5]=[CH:4]1)[CH3:2].[OH-].[Na+]. Product: [CH2:1]([N:3]1[C:7]2[N:8]=[C:9]([C:18]3[CH:19]=[CH:20][C:21]([NH:24][C:25]([NH:27][C:28]4[CH:29]=[CH:30][C:31]([C:32]([OH:34])=[O:33])=[CH:36][CH:37]=4)=[O:26])=[CH:22][CH:23]=3)[N:10]=[C:11]([N:12]3[CH2:17][CH2:16][O:15][CH2:14][CH2:13]3)[C:6]=2[CH:5]=[CH:4]1)[CH3:2]. The catalyst class is: 92. (3) Reactant: [Cl:1][C:2]1[CH:3]=[C:4]([C:12]([F:19])([F:18])[C:13]([O:15]CC)=[O:14])[CH:5]=[CH:6][C:7]=1[O:8][CH:9]([CH3:11])[CH3:10].CO.O.O.[OH-].[Li+]. Product: [Cl:1][C:2]1[CH:3]=[C:4]([C:12]([F:18])([F:19])[C:13]([OH:15])=[O:14])[CH:5]=[CH:6][C:7]=1[O:8][CH:9]([CH3:11])[CH3:10]. The catalyst class is: 7. (4) Reactant: [F:1][C:2]1([CH2:9][OH:10])[CH2:7][CH:6]2[O:8][CH:3]1[CH2:4][CH2:5]2.N1C=CC=CC=1.[S:17](Cl)([C:20]1[CH:26]=[CH:25][C:23]([CH3:24])=[CH:22][CH:21]=1)(=[O:19])=[O:18]. Product: [CH3:24][C:23]1[CH:25]=[CH:26][C:20]([S:17]([O:10][CH2:9][C@:2]2([F:1])[CH2:7][C@H:6]3[O:8][C@@H:3]2[CH2:4][CH2:5]3)(=[O:19])=[O:18])=[CH:21][CH:22]=1. The catalyst class is: 326. (5) Reactant: Cl[C:2]1[N:11]=[C:10]([O:12][CH2:13][C:14]2[CH:19]=[CH:18][C:17]([O:20][CH3:21])=[CH:16][CH:15]=2)[C:9]2[C:8](=[O:22])[N:7]([CH3:23])[CH:6]=[N:5][C:4]=2[CH:3]=1.[O:24]1[CH2:29][CH2:28][N:27]([C:30]2[CH:35]=[CH:34][C:33](B3OC(C)(C)C(C)(C)O3)=[CH:32][CH:31]=2)[CH2:26][CH2:25]1.C([O-])([O-])=O.[Na+].[Na+]. Product: [CH3:21][O:20][C:17]1[CH:18]=[CH:19][C:14]([CH2:13][O:12][C:10]2[C:9]3[C:8](=[O:22])[N:7]([CH3:23])[CH:6]=[N:5][C:4]=3[CH:3]=[C:2]([C:33]3[CH:32]=[CH:31][C:30]([N:27]4[CH2:26][CH2:25][O:24][CH2:29][CH2:28]4)=[CH:35][CH:34]=3)[N:11]=2)=[CH:15][CH:16]=1. The catalyst class is: 75. (6) Reactant: CN(C=O)C.C(N(CC)C(C)C)(C)C.[Br:15][C:16]1[NH:24][C:23]2[C:22](=[O:25])[NH:21][C:20](=[O:26])[N:19]([CH3:27])[C:18]=2[N:17]=1.Br[CH2:29][C:30]#[C:31][CH3:32]. Product: [CH3:27][N:19]1[C:18]2[N:17]=[C:16]([Br:15])[N:24]([CH2:29][C:30]#[C:31][CH3:32])[C:23]=2[C:22](=[O:25])[NH:21][C:20]1=[O:26]. The catalyst class is: 6. (7) Product: [Cl:28][C:25]1[CH:26]=[CH:27][C:22]([CH:14]([C:15]2[CH:20]=[CH:19][CH:18]=[C:17]([F:21])[CH:16]=2)[CH2:13][C@H:12]([NH2:11])[CH3:29])=[CH:23][CH:24]=1. Reactant: S([NH:11][C@H:12]([CH3:29])[CH2:13][CH:14]([C:22]1[CH:27]=[CH:26][C:25]([Cl:28])=[CH:24][CH:23]=1)[C:15]1[CH:20]=[CH:19][CH:18]=[C:17]([F:21])[CH:16]=1)(C1C=CC(C)=CC=1)(=O)=O.Br. The catalyst class is: 15.